Dataset: Full USPTO retrosynthesis dataset with 1.9M reactions from patents (1976-2016). Task: Predict the reactants needed to synthesize the given product. Given the product [NH2:8][C:7]1[C:2]([Br:1])=[CH:3][C:4]([F:11])=[CH:5][C:6]=1[SH:10], predict the reactants needed to synthesize it. The reactants are: [Br:1][C:2]1[C:7]2[N:8]=C[S:10][C:6]=2[CH:5]=[C:4]([F:11])[CH:3]=1.NN.O.